From a dataset of Forward reaction prediction with 1.9M reactions from USPTO patents (1976-2016). Predict the product of the given reaction. (1) The product is: [NH2:6][CH2:9][C:10]1[S:14][C:13]([C:15]2[N:20]=[N:19][C:18]([N:21]([CH2:29][C:30]3([C:34]4[C:39]([F:40])=[CH:38][CH:37]=[CH:36][N:35]=4)[CH2:33][CH2:32][CH2:31]3)[C:22](=[O:28])[O:23][C:24]([CH3:26])([CH3:27])[CH3:25])=[CH:17][CH:16]=2)=[N:12][CH:11]=1. Given the reactants O.O.[Sn](Cl)Cl.[N:6]([CH2:9][C:10]1[S:14][C:13]([C:15]2[N:20]=[N:19][C:18]([N:21]([CH2:29][C:30]3([C:34]4[C:39]([F:40])=[CH:38][CH:37]=[CH:36][N:35]=4)[CH2:33][CH2:32][CH2:31]3)[C:22](=[O:28])[O:23][C:24]([CH3:27])([CH3:26])[CH3:25])=[CH:17][CH:16]=2)=[N:12][CH:11]=1)=[N+]=[N-].C(OCC)(=O)C, predict the reaction product. (2) Given the reactants [C:1]([O:4][C@H:5]1[C@H:10]([O:11][C:12](=[O:14])[CH3:13])[C@@H:9]([CH2:15][O:16][C:17](=[O:19])[CH3:18])[O:8][C@@H:7]([O:20][C@@H:21]2[C@H:30]([O:31][CH2:32][C:33]3[CH:38]=[CH:37][CH:36]=[CH:35][CH:34]=3)[C@@H:29]([O:39][CH2:40][C:41]3[CH:46]=[CH:45][CH:44]=[CH:43][CH:42]=3)[C@H:28]([CH3:47])[O:27][C@H:22]2[O:23]CC=C)[C@@H:6]1[NH:48][C:49](=[O:54])[C:50]([Cl:53])([Cl:52])[Cl:51])(=[O:3])[CH3:2], predict the reaction product. The product is: [C:1]([O:4][C@H:5]1[C@H:10]([O:11][C:12](=[O:14])[CH3:13])[C@@H:9]([CH2:15][O:16][C:17](=[O:19])[CH3:18])[O:8][C@@H:7]([O:20][C@@H:21]2[C@H:30]([O:31][CH2:32][C:33]3[CH:38]=[CH:37][CH:36]=[CH:35][CH:34]=3)[C@@H:29]([O:39][CH2:40][C:41]3[CH:42]=[CH:43][CH:44]=[CH:45][CH:46]=3)[C@H:28]([CH3:47])[O:27][C@H:22]2[OH:23])[C@@H:6]1[NH:48][C:49](=[O:54])[C:50]([Cl:53])([Cl:52])[Cl:51])(=[O:3])[CH3:2]. (3) Given the reactants [CH2:1]([N:8]1[CH2:13][CH2:12][C:11](=[O:14])[CH:10]([C:15]2[CH:20]=[CH:19][C:18]([Cl:21])=[C:17]([F:22])[CH:16]=2)[CH2:9]1)[C:2]1[CH:7]=[CH:6][CH:5]=[CH:4][CH:3]=1.[Br:23]Br, predict the reaction product. The product is: [BrH:23].[Br:23][CH:12]1[CH2:13][N:8]([CH2:1][C:2]2[CH:3]=[CH:4][CH:5]=[CH:6][CH:7]=2)[CH2:9][CH:10]([C:15]2[CH:20]=[CH:19][C:18]([Cl:21])=[C:17]([F:22])[CH:16]=2)[C:11]1=[O:14]. (4) Given the reactants [N:1]1([C:8]([C:10]2[CH:18]=[C:17]3[C:13]([C:14]([C:28]4[N:32]5[CH:33]=[C:34]([F:37])[CH:35]=[CH:36][C:31]5=[N:30][CH:29]=4)=[CH:15][N:16]3S(C3C=CC=CC=3)(=O)=O)=[CH:12][CH:11]=2)=[O:9])[CH2:7][CH2:6][CH2:5][CH2:4][CH2:3][CH2:2]1.CCCC[N+](CCCC)(CCCC)CCCC.[F-], predict the reaction product. The product is: [N:1]1([C:8]([C:10]2[CH:18]=[C:17]3[C:13]([C:14]([C:28]4[N:32]5[CH:33]=[C:34]([F:37])[CH:35]=[CH:36][C:31]5=[N:30][CH:29]=4)=[CH:15][NH:16]3)=[CH:12][CH:11]=2)=[O:9])[CH2:2][CH2:3][CH2:4][CH2:5][CH2:6][CH2:7]1. (5) Given the reactants [C:1]([O:5][C:6](=[O:14])[NH:7][C:8]1[CH:12]=[CH:11][S:10][C:9]=1Br)([CH3:4])([CH3:3])[CH3:2].C([Li])CCC.Cl[Sn:21]([CH3:24])([CH3:23])[CH3:22], predict the reaction product. The product is: [C:1]([O:5][C:6](=[O:14])[NH:7][C:8]1[CH:12]=[CH:11][S:10][C:9]=1[Sn:21]([CH3:24])([CH3:23])[CH3:22])([CH3:4])([CH3:3])[CH3:2].